Dataset: Full USPTO retrosynthesis dataset with 1.9M reactions from patents (1976-2016). Task: Predict the reactants needed to synthesize the given product. (1) Given the product [CH2:3]([N:10]([CH2:1][O:20][CH3:17])[CH:11]([Si:13]([CH3:15])([CH3:14])[CH3:16])[CH3:12])[C:4]1[CH:9]=[CH:8][CH:7]=[CH:6][CH:5]=1, predict the reactants needed to synthesize it. The reactants are: [CH2:1]=O.[CH2:3]([NH:10][CH:11]([Si:13]([CH3:16])([CH3:15])[CH3:14])[CH3:12])[C:4]1[CH:9]=[CH:8][CH:7]=[CH:6][CH:5]=1.[C:17]([O-:20])([O-])=O.[K+].[K+]. (2) Given the product [Cl:8][C:6]1[N:5]=[CH:4][N:3]=[C:2]([NH:18][C:19]2[CH:20]=[CH:21][C:22]([N:27]3[CH2:32][CH2:31][N:30]([CH:33]4[CH2:34][O:35][CH2:36]4)[CH2:29][CH2:28]3)=[C:23]([CH:26]=2)[C:24]#[N:25])[N:7]=1, predict the reactants needed to synthesize it. The reactants are: Cl[C:2]1[N:7]=[C:6]([Cl:8])[N:5]=[CH:4][N:3]=1.C(N(CC)C(C)C)(C)C.[NH2:18][C:19]1[CH:20]=[CH:21][C:22]([N:27]2[CH2:32][CH2:31][N:30]([CH:33]3[CH2:36][O:35][CH2:34]3)[CH2:29][CH2:28]2)=[C:23]([CH:26]=1)[C:24]#[N:25]. (3) Given the product [OH:1][C@@H:2]([C@H:4]1[C:24](=[O:25])[N:6]2[C:7]([C:11]([O:13][CH2:14][C:15]3[CH:20]=[CH:19][C:18]([N+:21]([O-:23])=[O:22])=[CH:17][CH:16]=3)=[O:12])=[C:8]([C:47]3[S:46][C:45]4=[C:41]([S:40][CH2:39][CH2:38][NH:37][C:35]([O:34][CH2:33][C:32]5[CH:62]=[CH:63][C:29]([N+:26]([O-:28])=[O:27])=[CH:30][CH:31]=5)=[O:36])[N:42]=[CH:43][N:44]4[CH:48]=3)[CH2:9][C@H:5]12)[CH3:3], predict the reactants needed to synthesize it. The reactants are: [OH:1][C@@H:2]([C@H:4]1[C:24](=[O:25])[N:6]2[C@@H:7]([C:11]([O:13][CH2:14][C:15]3[CH:20]=[CH:19][C:18]([N+:21]([O-:23])=[O:22])=[CH:17][CH:16]=3)=[O:12])[C:8](=O)[CH2:9][C@H:5]12)[CH3:3].[N+:26]([C:29]1[CH:63]=[CH:62][C:32]([CH2:33][O:34][C:35]([NH:37][CH2:38][CH2:39][S:40][C:41]2[N:42]=[CH:43][N:44]3[CH:48]=[C:47]([Sn](CCCC)(CCCC)CCCC)[S:46][C:45]=23)=[O:36])=[CH:31][CH:30]=1)([O-:28])=[O:27]. (4) The reactants are: [CH:1]1([O:6][C:7]2[N:12]=[CH:11][C:10]([NH:13][C:14](=[O:32])[NH:15][C:16]3[CH:21]=[CH:20][C:19]([N:22]4[CH2:26][CH2:25][CH:24]([N:27](C)[C:28](=O)C)[CH2:23]4)=[CH:18][CH:17]=3)=[CH:9][CH:8]=2)[CH2:5][CH2:4][CH2:3][CH2:2]1.[OH-].[Na+]. Given the product [CH:1]1([O:6][C:7]2[N:12]=[CH:11][C:10]([NH:13][C:14]([NH:15][C:16]3[CH:21]=[CH:20][C:19]([N:22]4[CH2:26][CH2:25][CH:24]([NH:27][CH3:28])[CH2:23]4)=[CH:18][CH:17]=3)=[O:32])=[CH:9][CH:8]=2)[CH2:5][CH2:4][CH2:3][CH2:2]1, predict the reactants needed to synthesize it. (5) Given the product [CH2:1]([O:8][C:9]([NH:11][C@H:12]1[CH2:17][CH2:16][C@H:15]([C:18](=[O:19])[C:26]2[CH:31]=[CH:30][CH:29]=[CH:28][CH:27]=2)[CH2:14][CH2:13]1)=[O:10])[C:2]1[CH:7]=[CH:6][CH:5]=[CH:4][CH:3]=1, predict the reactants needed to synthesize it. The reactants are: [CH2:1]([O:8][C:9]([NH:11][C@H:12]1[CH2:17][CH2:16][C@H:15]([C:18](Cl)=[O:19])[CH2:14][CH2:13]1)=[O:10])[C:2]1[CH:7]=[CH:6][CH:5]=[CH:4][CH:3]=1.C([Sn](CCCC)(CCCC)[C:26]1[CH:31]=[CH:30][CH:29]=[CH:28][CH:27]=1)CCC.